From a dataset of Full USPTO retrosynthesis dataset with 1.9M reactions from patents (1976-2016). Predict the reactants needed to synthesize the given product. (1) Given the product [CH2:6]([O:1][C:2]1[CH:10]=[C:9]2[C:5]([C:6]([C:17]([O:19][CH2:20][CH3:21])=[O:18])=[N:7][N:8]2[CH:11]2[CH2:16][CH2:15][CH2:14][CH2:13][O:12]2)=[CH:4][CH:3]=1)[C:5]1[CH:9]=[CH:10][CH:2]=[CH:3][CH:4]=1, predict the reactants needed to synthesize it. The reactants are: [OH:1][C:2]1[CH:10]=[C:9]2[C:5]([C:6]([C:17]([O:19][CH2:20][CH3:21])=[O:18])=[N:7][N:8]2[CH:11]2[CH2:16][CH2:15][CH2:14][CH2:13][O:12]2)=[CH:4][CH:3]=1.C(=O)([O-])[O-].[K+].[K+].O. (2) Given the product [CH3:27][C:28]1([CH3:36])[C:29]2[NH:17][C:16]3[CH:18]=[CH:19][C:20]([O:22][C:23]([F:24])([F:25])[F:26])=[CH:21][C:15]=3[S:14][C:30]=2[C:31](=[O:34])[NH:32][CH2:33]1, predict the reactants needed to synthesize it. The reactants are: [NH2:17][C:16]1[CH:18]=[CH:19][C:20]([O:22][C:23]([F:24])([F:25])[F:26])=[CH:21][C:15]=1[S:14][S:14][C:15]1[CH:21]=[C:20]([O:22][C:23]([F:26])([F:25])[F:24])[CH:19]=[CH:18][C:16]=1[NH2:17].[CH3:27][C:28]1([CH3:36])[CH2:33][NH:32][C:31](=[O:34])[CH2:30][C:29]1=O.